This data is from Forward reaction prediction with 1.9M reactions from USPTO patents (1976-2016). The task is: Predict the product of the given reaction. (1) Given the reactants [C:1]([N:8]([CH3:28])[CH:9]1[CH2:14][CH2:13][CH:12]([NH:15][CH2:16][C:17]2[CH:18]=[C:19](B(O)O)[CH:20]=[CH:21][C:22]=2[O:23][CH3:24])[CH2:11][CH2:10]1)([O:3][C:4]([CH3:7])([CH3:6])[CH3:5])=[O:2].Br[C:30]1[CH:31]=[C:32]([S:36][CH3:37])[CH:33]=[CH:34][CH:35]=1.[Cl:38][C:39]1[C:40]2[C:50]([F:51])=[CH:49][CH:48]=[C:47]([F:52])[C:41]=2[S:42][C:43]=1[C:44](Cl)=[O:45], predict the reaction product. The product is: [C:4]([O:3][C:1](=[O:2])[N:8]([CH:9]1[CH2:14][CH2:13][CH:12]([N:15]([C:44]([C:43]2[S:42][C:41]3[C:47]([F:52])=[CH:48][CH:49]=[C:50]([F:51])[C:40]=3[C:39]=2[Cl:38])=[O:45])[CH2:16][C:17]2[CH:18]=[C:19]([C:34]3[CH:35]=[CH:30][CH:31]=[C:32]([S:36][CH3:37])[CH:33]=3)[CH:20]=[CH:21][C:22]=2[O:23][CH3:24])[CH2:11][CH2:10]1)[CH3:28])([CH3:7])([CH3:6])[CH3:5]. (2) Given the reactants [F:1][C:2]1[CH:3]=[C:4]([S:14]([NH:17][C:18]2[CH:19]=[CH:20][C:21]([O:28][CH3:29])=[C:22]([NH:24]C(=O)C)[CH:23]=2)(=[O:16])=[O:15])[CH:5]=[CH:6][C:7]=1[C:8]1[O:9][C:10]([CH3:13])=[CH:11][CH:12]=1.[OH-].[Na+], predict the reaction product. The product is: [NH2:24][C:22]1[CH:23]=[C:18]([NH:17][S:14]([C:4]2[CH:5]=[CH:6][C:7]([C:8]3[O:9][C:10]([CH3:13])=[CH:11][CH:12]=3)=[C:2]([F:1])[CH:3]=2)(=[O:16])=[O:15])[CH:19]=[CH:20][C:21]=1[O:28][CH3:29]. (3) Given the reactants Cl.NC(C[C:18]1[CH:26]=[C:25]([Cl:27])[C:24]([O:28][CH3:29])=[C:23]2[C:19]=1[CH:20]=[N:21][N:22]2[S:30]([C:33]1[CH:38]=[CH:37][CH:36]=[CH:35][CH:34]=1)(=[O:32])=[O:31])C(NCCCCC1C=CC=CC=1)=O.[C:39]1([S:45](Cl)(=[O:47])=[O:46])[CH:44]=[CH:43][CH:42]=[CH:41][CH:40]=1.[N:49]1[CH:54]=[CH:53][CH:52]=[CH:51][CH:50]=1, predict the reaction product. The product is: [C:39]1([S:45]([NH:22][CH:23]([CH2:19][C:20]2[C:19]3[C:23](=[C:24]([O:28][CH3:29])[C:25]([Cl:27])=[CH:26][CH:18]=3)[N:22]([S:30]([C:33]3[CH:38]=[CH:37][CH:36]=[CH:35][CH:34]=3)(=[O:31])=[O:32])[N:21]=2)[C:24]([NH:49][CH2:54][CH2:53][CH2:52][CH2:51][C:50]2[CH:37]=[CH:38][CH:33]=[CH:34][CH:35]=2)=[O:28])(=[O:47])=[O:46])[CH:44]=[CH:43][CH:42]=[CH:41][CH:40]=1.